Task: Regression. Given a target protein amino acid sequence and a drug SMILES string, predict the binding affinity score between them. We predict pIC50 (pIC50 = -log10(IC50 in M); higher means more potent). Dataset: bindingdb_ic50.. Dataset: Drug-target binding data from BindingDB using IC50 measurements (1) The drug is Nc1cc2c(Nc3ccc4c(cnn4Cc4ccccc4)c3)ncnc2cn1. The target protein (P06494) has sequence MELAAWCRWGFLLALLPPGIAGTQVCTGTDMKLRLPASPETHLDMLRHLYQGCQVVQGNLELTYVPANASLSFLQDIQEVQGYMLIAHNQVKRVPLQRLRIVRGTQLFEDKYALAVLDNRDPQDNVAASTPGRTPEGLRELQLRSLTEILKGGVLIRGNPQLCYQDMVLWKDVFRKNNQLAPVDIDTNRSRACPPCAPACKDNHCWGESPEDCQILTGTICTSGCARCKGRLPTDCCHEQCAAGCTGPKHSDCLACLHFNHSGICELHCPALVTYNTDTFESMHNPEGRYTFGASCVTTCPYNYLSTEVGSCTLVCPPNNQEVTAEDGTQRCEKCSKPCARVCYGLGMEHLRGARAITSDNVQEFDGCKKIFGSLAFLPESFDGDPSSGIAPLRPEQLQVFETLEEITGYLYISAWPDSLRDLSVFQNLRIIRGRILHDGAYSLTLQGLGIHSLGLRSLRELGSGLALIHRNAHLCFVHTVPWDQLFRNPHQALLHSGNR.... The pIC50 is 7.6. (2) The small molecule is O=C(O)c1ccnc(-n2nc(Cc3ccc(F)cc3F)cc2O)c1. The target protein (Q8NHM5) has sequence MAGPQMGGSAEDHPPRKRHAAEKQKKKTVIYTKCFEFESATQRPIDRQRYDENEDLSDVEEIVSVRGFSLEEKLRSQLYQGDFVHAMEGKDFNYEYVQREALRVPLIFREKDGLGIKMPDPDFTVRDVKLLVGSRRLVDVMDVNTQKGTEMSMSQFVRYYETPEAQRDKLYNVISLEFSHTKLEHLVKRPTVVDLVDWVDNMWPQHLKEKQTEATNAIAEMKYPKVKKYCLMSVKGCFTDFHIDFGGTSVWYHVFRGGKIFWLIPPTLHNLALYEEWVLSGKQSDIFLGDRVERCQRIELKQGYTFFIPSGWIHAVYTPVDSLVFGGNILHSFNVPMQLRIYEIEDRTRVQPKFRYPFYYEMCWYVLERYVYCVTQRSHLTQEYQRESMLIDAPRKPSIDGFSSDSWLEMEEEACDQQPQEEEEKDEEGEGRDRAPKPPTDGSTSPTSTPSEDQEALGKKPKAPALRFLKRTLSNESEESVKSTTLAVDYPKTPTGSPAT.... The pIC50 is 7.0. (3) The drug is CC(=O)NCCc1ccc(O)c(-c2c(O)c(O)c3c(c2O)C(=O)c2c(cc(O)c(C(=O)O)c2C(=O)O)C3=O)c1. The target protein sequence is PKCIQCGQYLDDPDLKYGQHPPDAVDEPQMLTNEKLSIFDANESGFESYEALPQHKLTCFSVYCKHGHLCPIDTGLIEKNIELFFSGSAKPIYDDDPSLEGGVNGKNLGPINEWWITGFDGGEKALIGFSTSFAEYILMDPSPEYAPIFGLMQEKIYISKIVVEFLQSNSDSTYEDLINKIETTVPPSGLNLNRFTEDSLLRHAQFVVEQVESYDEAGDSDEQPIFLTPCMRDLIKLAGVTLGQRRAQARRQTIRHSTREKDRGPTKATTTKLVYQIFDTFFAEQIEKDDREDKENAFKRRRCGVCEVCQQPECGKCKACKDMVKFGGSGRSKQACQERRCPNMAMKEADDDEEVDDNIPEMPSPKKMHQGKKKKQNKNRISWVGEAVKTDGKKSYYKKVCIDAETLEVGDCVSVIPDDSSKPLYLARVTALWEDSSNGQMFHAHWFCAGTDTVLGATSDPLELFLVDECEDMQLSYIHSKVKVIYKAPSENWAMEGGMD.... The pIC50 is 4.7. (4) The compound is O=C(NCCc1ccc(O)c(O)c1)c1cc2cc(O)c(O)cc2[nH]1. The target protein (Q9IQ47) has sequence MEDFVRQCFNPMIVELAEKTMKEYGEDLKIETNKFAAICTHLEVCFMYSDFHFINEQGESIIVELGDPSALLKHRFEIIEGRDRTMAWTVVNSICNTTGAEKPKFLPDLYDYKENRFIEIGVTRREVHIYYLEKANKIKSEKTHIHIFSFTGEEMATKADYTLDEESRARIKTRLFTIRQEMASRGLWDSFRQSERGEETIEERFEITGTMRKLADQSLPPNFSSLENFRAYVDGFEPNGYIEGKLSQMSKEVNARIEPFLKTTPRPLRLPNGPPCSQRSKFLLMDALKLSIEDPSHEGEGIPLYDAIKCMRTFFGWKEPNVVKPHEKGINPNYLLSWKQVLAELQDIENEEKIPKTKNMKKTSQLKWALGENMAPEKVDFDDCKDVGDLKQYDSDEPELRSLASWIQNEFNKACELTDSSWIELDEIGEDVAPIEHIASMRRNYFTSEVSHCRATEYIMKGVYINTALLNASCAAMDDFQLIPMISKCRTKEGRRKTNL.... The pIC50 is 6.0. (5) The target protein sequence is ARMRTGEKYPLIIFSHGLGAFRTIYSAIGTDLASYGFIVAAVEHRDGSASATCFFKDQSAAEIRNKTWLYLRTLGKGEEEFPLRNEQVRQRAEECVCLHEFCT. The pIC50 is 6.5. The drug is CCCCCC/C=C/CC(=O)N[C@@H](CC(=O)O)CC(C)C. (6) The small molecule is Nc1nc(Nc2ccc(S(N)(=O)=O)cc2)nn1C(=O)c1c(F)cccc1F. The target is XTSFAESXKPVQQPSAFGS. The pIC50 is 7.4. (7) The drug is N#Cc1ccc(C(c2ccc(C#N)cc2)n2cncn2)cc1. The target protein sequence is MVLEMLNPIHYNITSIVPEAMPAATMPVLLLTGLFLLVWNYEGTSSIP. The pIC50 is 7.7. (8) The compound is CC1CCC(Nc2ncnc3ccc(-c4cncs4)cc23)CC1. The target protein (P56528) has sequence MANYEFSQVSGDRPGCRLSRKAQIGLGVGLLVLIALVVGIVVILLRPRSLLVWTGEPTTKHFSDIFLGRCLIYTQILRPEMRDQNCQEILSTFKGAFVSKNPCNITREDYAPLVKLVTQTIPCNKTLFWSKSKHLAHQYTWIQGKMFTLEDTLLGYIADDLRWCGDPSTSDMNYVSCPHWSENCPNNPITVFWKVISQKFAEDACGVVQVMLNGSLREPFYKNSTFGSVEVFSLDPNKVHKLQAWVMHDIEGASSNACSSSSLNELKMIVQKRNMIFACVDNYRPARFLQCVKNPEHPSCRLNT. The pIC50 is 8.2.